Dataset: Catalyst prediction with 721,799 reactions and 888 catalyst types from USPTO. Task: Predict which catalyst facilitates the given reaction. (1) Reactant: [Br:1][C:2]1[C:9]([CH3:10])=[CH:8][C:5]([C:6]#[N:7])=[CH:4][C:3]=1[CH3:11].C[Si]([N:16]=[N+:17]=[N-:18])(C)C.C([Sn](CCCC)=O)CCC. Product: [Br:1][C:2]1[C:3]([CH3:11])=[CH:4][C:5]([C:6]2[N:16]=[N:17][NH:18][N:7]=2)=[CH:8][C:9]=1[CH3:10]. The catalyst class is: 11. (2) Reactant: [CH3:1][O:2][CH2:3][C:4]1([C:16]([N:18]2[CH2:27][CH2:26][C:25]3[N:24]=[CH:23][C:22]([C:28]([F:31])([F:30])[F:29])=[CH:21][C:20]=3[CH2:19]2)=[O:17])[CH2:8][CH2:7][N:6](C(OC(C)(C)C)=O)[CH2:5]1.[C:32]([OH:38])([C:34]([F:37])([F:36])[F:35])=[O:33]. Product: [F:35][C:34]([F:37])([F:36])[C:32]([OH:38])=[O:33].[CH3:1][O:2][CH2:3][C:4]1([C:16]([N:18]2[CH2:27][CH2:26][C:25]3[N:24]=[CH:23][C:22]([C:28]([F:30])([F:29])[F:31])=[CH:21][C:20]=3[CH2:19]2)=[O:17])[CH2:8][CH2:7][NH:6][CH2:5]1. The catalyst class is: 2. (3) The catalyst class is: 11. Product: [CH2:15]([N:4]1[CH2:1][CH:2]2[C:6]([C:9]3[CH:10]=[N:11][CH:12]=[CH:13][CH:14]=3)([NH:7][O:8][CH2:3]2)[CH2:5]1)[CH:16]=[CH2:17]. Reactant: [CH2:1]([N:4]([CH2:15][CH:16]=[CH2:17])[CH2:5][C:6]([C:9]1[CH:10]=[N:11][CH:12]=[CH:13][CH:14]=1)=[N:7][OH:8])[CH:2]=[CH2:3]. (4) Reactant: [C:1]([O:5][C:6]([N:8]1[CH2:11][CH:10]([NH:12][C:13]([C:16](=[O:18])[NH2:17])([CH3:15])[CH3:14])[CH2:9]1)=[O:7])([CH3:4])([CH3:3])[CH3:2].C=O.[C:21](O[BH-](OC(=O)C)OC(=O)C)(=O)C.[Na+]. Product: [C:1]([O:5][C:6]([N:8]1[CH2:9][CH:10]([N:12]([C:13]([C:16](=[O:18])[NH2:17])([CH3:15])[CH3:14])[CH3:21])[CH2:11]1)=[O:7])([CH3:4])([CH3:2])[CH3:3]. The catalyst class is: 26. (5) Reactant: [O:1]([C:8]1[N:13]=[CH:12][C:11]([CH:14]=O)=[CH:10][CH:9]=1)[C:2]1[CH:7]=[CH:6][CH:5]=[CH:4][CH:3]=1.C(O)(=O)[CH2:17][C:18]([OH:20])=[O:19].N1CCCCC1.Cl. Product: [O:1]([C:8]1[N:13]=[CH:12][C:11]([CH:14]=[CH:17][C:18]([OH:20])=[O:19])=[CH:10][CH:9]=1)[C:2]1[CH:3]=[CH:4][CH:5]=[CH:6][CH:7]=1. The catalyst class is: 17.